Dataset: Reaction yield outcomes from USPTO patents with 853,638 reactions. Task: Predict the reaction yield, written as a fraction of the theoretical maximum amount of product (1.0 means a 100% yield; for example, 0.34 means a 34% yield). (1) The reactants are Cl[C:2]1[N:3]=[C:4]([NH:16][CH2:17][CH3:18])[C:5]2[N:11]=[C:10](Cl)[N:9]=[C:8]([NH:13][CH2:14][CH3:15])[C:6]=2[N:7]=1.[CH:19]1([CH2:22][NH2:23])[CH2:21][CH2:20]1. The catalyst is C(O)CCC. The product is [CH:19]1([CH2:22][NH:23][C:2]2[N:3]=[C:4]([NH:16][CH2:17][CH3:18])[C:5]3[N:11]=[C:10]([NH:23][CH2:22][CH:19]4[CH2:21][CH2:20]4)[N:9]=[C:8]([NH:13][CH2:14][CH3:15])[C:6]=3[N:7]=2)[CH2:21][CH2:20]1. The yield is 0.450. (2) The reactants are [Br:1][C:2]1[CH:7]=[CH:6][C:5]([NH:8][C:9]([NH:11][CH:12]2[CH2:14][CH2:13]2)=[O:10])=[CH:4][CH:3]=1.C(OC(=O)C)(=O)C.[C:22](O)(=[O:27])[CH2:23][C:24](O)=[O:25]. No catalyst specified. The product is [Br:1][C:2]1[CH:7]=[CH:6][C:5]([N:8]2[C:24](=[O:25])[CH2:23][C:22](=[O:27])[N:11]([CH:12]3[CH2:13][CH2:14]3)[C:9]2=[O:10])=[CH:4][CH:3]=1. The yield is 0.730. (3) The reactants are [CH3:1][N:2]1[C:11]2[C:6](=[CH:7][CH:8]=[CH:9][CH:10]=2)[C:5](=[O:12])[NH:4][C:3]1=[O:13].C([O-])([O-])=O.[K+].[K+].Br[CH2:21][CH2:22][OH:23]. The catalyst is CN(C=O)C. The product is [OH:23][CH2:22][CH2:21][N:4]1[C:5](=[O:12])[C:6]2[C:11](=[CH:10][CH:9]=[CH:8][CH:7]=2)[N:2]([CH3:1])[C:3]1=[O:13]. The yield is 0.650. (4) The reactants are [NH2:1][C:2]1[CH:7]=[CH:6][C:5]([C:8]2[CH:9]=[CH:10][C:11]3[O:17][CH2:16][CH2:15][N:14]([C:18]([O:20][C:21]([CH3:24])([CH3:23])[CH3:22])=[O:19])[CH2:13][C:12]=3[CH:25]=2)=[CH:4][C:3]=1[N+:26]([O-])=O.[H][H]. The catalyst is C(OCC)(=O)C.[Pd]. The product is [NH2:26][C:3]1[CH:4]=[C:5]([C:8]2[CH:9]=[CH:10][C:11]3[O:17][CH2:16][CH2:15][N:14]([C:18]([O:20][C:21]([CH3:23])([CH3:22])[CH3:24])=[O:19])[CH2:13][C:12]=3[CH:25]=2)[CH:6]=[CH:7][C:2]=1[NH2:1]. The yield is 0.680. (5) The reactants are [CH3:1][N:2]([CH3:45])[C:3]([C:5]1[CH:10]=[CH:9][C:8]([NH:11][C:12](=[O:44])[NH:13][C:14]2[CH:19]=[CH:18][C:17]([C:20]3[N:29]=[C:28]([N:30]4[CH2:35][CH2:34][O:33][CH2:32][CH2:31]4)[C:27]4[C:22](=[CH:23][C:24]([C:36]5[O:40][C:39]([C:41](O)=[O:42])=[CH:38][CH:37]=5)=[CH:25][CH:26]=4)[N:21]=3)=[CH:16][CH:15]=2)=[CH:7][CH:6]=1)=[O:4].[CH3:46][N:47]1[CH2:52][CH2:51][NH:50][CH2:49][CH2:48]1.CN(C(ON1N=NC2C=CC=NC1=2)=[N+](C)C)C.F[P-](F)(F)(F)(F)F. The catalyst is CN(C=O)C. The product is [CH3:1][N:2]([CH3:45])[C:3](=[O:4])[C:5]1[CH:6]=[CH:7][C:8]([NH:11][C:12]([NH:13][C:14]2[CH:19]=[CH:18][C:17]([C:20]3[N:29]=[C:28]([N:30]4[CH2:31][CH2:32][O:33][CH2:34][CH2:35]4)[C:27]4[C:22](=[CH:23][C:24]([C:36]5[O:40][C:39]([C:41]([N:50]6[CH2:51][CH2:52][N:47]([CH3:46])[CH2:48][CH2:49]6)=[O:42])=[CH:38][CH:37]=5)=[CH:25][CH:26]=4)[N:21]=3)=[CH:16][CH:15]=2)=[O:44])=[CH:9][CH:10]=1. The yield is 0.0900.